Dataset: Orexin1 receptor HTS with 218,158 compounds and 233 confirmed actives. Task: Binary Classification. Given a drug SMILES string, predict its activity (active/inactive) in a high-throughput screening assay against a specified biological target. The molecule is Brc1cc(C(=O)N2CCN(CC2)CCNC(=O)C(=O)Nc2ccc(Br)cc2)ccc1. The result is 0 (inactive).